Task: Predict which catalyst facilitates the given reaction.. Dataset: Catalyst prediction with 721,799 reactions and 888 catalyst types from USPTO (1) Reactant: C[O:2][C:3](=[O:32])[C@H:4]([CH2:25][C:26]1[CH:31]=[CH:30][CH:29]=[CH:28][CH:27]=1)[NH:5][C:6](=[O:24])[C@H:7]([CH2:17][C:18]1[CH:23]=[CH:22][CH:21]=[CH:20][CH:19]=1)[NH:8][C:9]([C:11]1[CH:16]=[N:15][CH:14]=[CH:13][N:12]=1)=[O:10].[OH-].[Na+].Cl. Product: [N:12]1[CH:13]=[CH:14][N:15]=[CH:16][C:11]=1[C:9]([NH:8][C@H:7]([C:6]([NH:5][C@H:4]([C:3]([OH:32])=[O:2])[CH2:25][C:26]1[CH:31]=[CH:30][CH:29]=[CH:28][CH:27]=1)=[O:24])[CH2:17][C:18]1[CH:19]=[CH:20][CH:21]=[CH:22][CH:23]=1)=[O:10]. The catalyst class is: 21. (2) Reactant: [CH3:1]C(C)([O-])C.[K+].[Cl:7][C:8]1[CH:23]=[C:22]([Cl:24])[C:21]([O:25][CH2:26][C:27]2[CH:32]=[CH:31][C:30]([O:33][CH3:34])=[CH:29][CH:28]=2)=[CH:20][C:9]=1[O:10][C:11]1[N:15]([CH3:16])[N:14]=[C:13]([CH3:17])[C:12]=1[CH:18]=O.Cl. Product: [Cl:7][C:8]1[CH:23]=[C:22]([Cl:24])[C:21]([O:25][CH2:26][C:27]2[CH:28]=[CH:29][C:30]([O:33][CH3:34])=[CH:31][CH:32]=2)=[CH:20][C:9]=1[O:10][C:11]1[N:15]([CH3:16])[N:14]=[C:13]([CH3:17])[C:12]=1[CH:18]=[CH2:1]. The catalyst class is: 597. (3) Reactant: [F:1][C:2]([F:22])([F:21])[C:3]1[NH:7][C:6]2[CH:8]=[CH:9][C:10]([NH:12][C:13](=[O:20])OCC(Cl)(Cl)Cl)=[CH:11][C:5]=2[N:4]=1.[C:23]1([C:29]2[N:33]=[C:32]([N:34]3[CH2:39][CH2:38][NH:37][CH2:36][CH2:35]3)[S:31][N:30]=2)[CH:28]=[CH:27][CH:26]=[CH:25][CH:24]=1.C(N(C(C)C)CC)(C)C.O. Product: [C:23]1([C:29]2[N:33]=[C:32]([N:34]3[CH2:39][CH2:38][N:37]([C:13]([NH:12][C:10]4[CH:9]=[CH:8][C:6]5[NH:7][C:3]([C:2]([F:1])([F:21])[F:22])=[N:4][C:5]=5[CH:11]=4)=[O:20])[CH2:36][CH2:35]3)[S:31][N:30]=2)[CH:24]=[CH:25][CH:26]=[CH:27][CH:28]=1. The catalyst class is: 16. (4) Reactant: [CH:1]1([N:6]2[C:14]3[C:9](=[CH:10][CH:11]=[CH:12][C:13]=3[C:15]([F:18])([F:17])[F:16])[C:8]([C:19]([C:21]3[CH:26]=[CH:25][CH:24]=[C:23]([O:27]C)[CH:22]=3)=[O:20])=[N:7]2)[CH2:5][CH2:4][CH2:3][CH2:2]1.B(Br)(Br)Br. Product: [CH:1]1([N:6]2[C:14]3[C:9](=[CH:10][CH:11]=[CH:12][C:13]=3[C:15]([F:17])([F:18])[F:16])[C:8]([C:19]([C:21]3[CH:26]=[CH:25][CH:24]=[C:23]([OH:27])[CH:22]=3)=[O:20])=[N:7]2)[CH2:2][CH2:3][CH2:4][CH2:5]1. The catalyst class is: 2. (5) The catalyst class is: 4. Product: [F:1][C:2]([F:7])([F:6])[C:3]([OH:5])=[O:4].[Cl:8][C:9]1[CH:10]=[CH:11][C:12]([C:13]([N:15]2[CH2:21][C:20]3[CH:22]=[CH:23][CH:24]=[CH:25][C:19]=3[N:18]([CH2:26][CH:27]3[CH2:28][CH2:29][N:30]([CH:43]4[CH2:47][CH2:46][CH2:45][CH2:44]4)[CH2:31][CH2:32]3)[C:17](=[O:33])[CH2:16]2)=[O:14])=[CH:34][CH:35]=1. Reactant: [F:1][C:2]([F:7])([F:6])[C:3]([OH:5])=[O:4].[Cl:8][C:9]1[CH:35]=[CH:34][C:12]([C:13]([N:15]2[CH2:21][C:20]3[CH:22]=[CH:23][CH:24]=[CH:25][C:19]=3[N:18]([CH2:26][CH:27]3[CH2:32][CH2:31][NH:30][CH2:29][CH2:28]3)[C:17](=[O:33])[CH2:16]2)=[O:14])=[CH:11][CH:10]=1.FC(F)(F)C(O)=O.[C:43]1(=O)[CH2:47][CH2:46][CH2:45][CH2:44]1.C(O)(=O)C.C(O[BH-](OC(=O)C)OC(=O)C)(=O)C.[Na+]. (6) Reactant: [C:1]([C:4]1[C:9]([OH:10])=[CH:8][C:7]([OH:11])=[C:6]([C:12]2[CH:17]=[CH:16][CH:15]=[CH:14][CH:13]=2)[C:5]=1[CH2:18][C:19]([O:21][CH3:22])=[O:20])(=O)[CH3:2].C(N(CC)CC)C.[C:30](Cl)(=[O:33])[O:31][CH3:32].[BH4-].[Na+]. Product: [CH2:1]([C:4]1[C:5]([CH2:18][C:19]([O:21][CH3:22])=[O:20])=[C:6]([C:12]2[CH:13]=[CH:14][CH:15]=[CH:16][CH:17]=2)[C:7]([OH:11])=[CH:8][C:9]=1[O:10][C:30]([O:31][CH3:32])=[O:33])[CH3:2]. The catalyst class is: 30. (7) Reactant: [N:1]1[C:10]2[C:5](=[CH:6][C:7]([OH:11])=[CH:8][CH:9]=2)[CH:4]=[CH:3][C:2]=1O.P(Cl)(Cl)([Cl:15])=O. Product: [Cl:15][C:2]1[CH:3]=[CH:4][C:5]2[C:10](=[CH:9][CH:8]=[C:7]([OH:11])[CH:6]=2)[N:1]=1. The catalyst class is: 3. (8) Reactant: [C:1]([C:4]1[C:22](=[O:23])[C@@:8]2([CH3:24])[C:9]3[C:15]([OH:16])=[CH:14][C:13]([O:17][CH3:18])=[C:12]([C:19]([NH2:21])=[O:20])[C:10]=3[O:11][C:7]2=[CH:6][C:5]=1[OH:25])(=[O:3])[CH3:2].C[C:27]1[CH:28]=[C:29]([CH:32]=[CH:33][CH:34]=1)[CH:30]=O.[CH2:35]([SiH](CC)CC)C.FC(F)(F)C(O)=O. Product: [C:1]([C:4]1[C:22](=[O:23])[C@@:8]2([CH3:24])[C:9]3[C:15]([OH:16])=[CH:14][C:13]([O:17][CH3:18])=[C:12]([C:19]([NH:21][CH2:35][C:28]4[CH:27]=[CH:34][CH:33]=[CH:32][C:29]=4[CH3:30])=[O:20])[C:10]=3[O:11][C:7]2=[CH:6][C:5]=1[OH:25])(=[O:3])[CH3:2]. The catalyst class is: 11. (9) Reactant: [H-].[Na+].[Br:3][C:4]1[CH:12]=[C:11]2[C:7]([C:8](=[O:14])[C:9](=[O:13])[NH:10]2)=[CH:6][CH:5]=1.[CH3:15][O:16][C:17](=[O:26])[CH:18](Br)[CH2:19][CH:20]1[CH2:24][CH2:23][CH2:22][CH2:21]1. Product: [CH3:15][O:16][C:17](=[O:26])[CH:18]([N:10]1[C:11]2[C:7](=[CH:6][CH:5]=[C:4]([Br:3])[CH:12]=2)[C:8](=[O:14])[C:9]1=[O:13])[CH2:19][CH:20]1[CH2:21][CH2:22][CH2:23][CH2:24]1. The catalyst class is: 35.